This data is from Reaction yield outcomes from USPTO patents with 853,638 reactions. The task is: Predict the reaction yield, written as a fraction of the theoretical maximum amount of product (1.0 means a 100% yield; for example, 0.34 means a 34% yield). (1) The reactants are [H-].[H-].[H-].[H-].[Li+].[Al+3].[CH2:7]([N:9]1[C:17]2[C:16]([O:18]C)=[CH:15][C:14]([CH3:21])([CH3:20])[CH2:13][C:12]=2[C:11]([C:22](OCC)=[O:23])=[N:10]1)[CH3:8].Cl.C([O-])(O)=O.[Na+]. The catalyst is C1COCC1. The product is [CH2:7]([N:9]1[C:17]2[C:16](=[O:18])[CH2:15][C:14]([CH3:20])([CH3:21])[CH2:13][C:12]=2[C:11]([CH2:22][OH:23])=[N:10]1)[CH3:8]. The yield is 0.400. (2) The reactants are CCC(C)[BH-](C(C)CC)C(C)CC.[Li+].[CH3:15][Si:16]([CH3:25])([CH3:24])[CH:17]1[CH2:22][CH2:21][C:20](=[O:23])[CH2:19][CH2:18]1. The catalyst is C1COCC1. The product is [CH3:15][Si:16]([CH3:25])([CH3:24])[C@@H:17]1[CH2:22][CH2:21][C@H:20]([OH:23])[CH2:19][CH2:18]1. The yield is 0.510.